Predict which catalyst facilitates the given reaction. From a dataset of Catalyst prediction with 721,799 reactions and 888 catalyst types from USPTO. (1) Reactant: [F:1][C:2]([F:18])([F:17])[C:3](=O)[CH:4]([CH3:15])[C:5]([C:7]1[CH:12]=[CH:11][C:10]([S:13][CH3:14])=[CH:9][CH:8]=1)=O.S(O)(O)(=O)=O.[CH3:24][S:25][C:26](=[NH:28])[NH2:27].C([O-])(=O)C.[Na+]. Product: [CH3:15][C:4]1[C:5]([C:7]2[CH:12]=[CH:11][C:10]([S:13][CH3:14])=[CH:9][CH:8]=2)=[N:27][C:26]([S:25][CH3:24])=[N:28][C:3]=1[C:2]([F:18])([F:17])[F:1]. The catalyst class is: 86. (2) Reactant: O=[C:2]1[CH2:7][CH2:6][CH:5]([N:8]2[CH2:13][CH2:12][C:11]3([O:18][C:17](=[O:19])[NH:16][C:15]4[CH:20]=[CH:21][CH:22]=[CH:23][C:14]3=4)[CH2:10][CH2:9]2)[CH2:4][CH2:3]1.Cl.[CH2:25]([O:27][NH2:28])[CH3:26]. The catalyst class is: 858. Product: [CH2:25]([O:27][N:28]=[C:2]1[CH2:3][CH2:4][CH:5]([N:8]2[CH2:13][CH2:12][C:11]3([O:18][C:17](=[O:19])[NH:16][C:15]4[CH:20]=[CH:21][CH:22]=[CH:23][C:14]3=4)[CH2:10][CH2:9]2)[CH2:6][CH2:7]1)[CH3:26].